This data is from Full USPTO retrosynthesis dataset with 1.9M reactions from patents (1976-2016). The task is: Predict the reactants needed to synthesize the given product. (1) Given the product [CH:49]1[C:58]2[C:53](=[CH:54][CH:55]=[CH:56][CH:57]=2)[CH:52]=[CH:51][C:50]=1[S:59]([O:1][CH2:2][CH2:3][CH2:4][C@H:5]([C:35]([O:37][C:38]([CH3:41])([CH3:40])[CH3:39])=[O:36])[CH2:6][C@@H:7]([C:28]([O:30][C:31]([CH3:33])([CH3:34])[CH3:32])=[O:29])[NH:8][C:9]([C:10]1[CH:15]=[CH:14][CH:13]=[CH:12][CH:11]=1)([C:22]1[CH:27]=[CH:26][CH:25]=[CH:24][CH:23]=1)[C:16]1[CH:17]=[CH:18][CH:19]=[CH:20][CH:21]=1)(=[O:60])=[O:61], predict the reactants needed to synthesize it. The reactants are: [OH:1][CH2:2][CH2:3][CH2:4][C@H:5]([C:35]([O:37][C:38]([CH3:41])([CH3:40])[CH3:39])=[O:36])[CH2:6][C@@H:7]([C:28]([O:30][C:31]([CH3:34])([CH3:33])[CH3:32])=[O:29])[NH:8][C:9]([C:22]1[CH:27]=[CH:26][CH:25]=[CH:24][CH:23]=1)([C:16]1[CH:21]=[CH:20][CH:19]=[CH:18][CH:17]=1)[C:10]1[CH:15]=[CH:14][CH:13]=[CH:12][CH:11]=1.C(N(CC)CC)C.[CH:49]1[C:58]2[C:53](=[CH:54][CH:55]=[CH:56][CH:57]=2)[CH:52]=[CH:51][C:50]=1[S:59](Cl)(=[O:61])=[O:60].O. (2) Given the product [CH3:2][O:3][C:4]([C@H:5]1[NH:6][C:10]2([CH2:14][CH2:13][CH2:12][CH2:11]2)[S:8][CH2:7]1)=[O:9], predict the reactants needed to synthesize it. The reactants are: Cl.[CH3:2][O:3][C:4](=[O:9])[C@H:5]([CH2:7][SH:8])[NH2:6].[C:10]1(=O)[CH2:14][CH2:13][CH2:12][CH2:11]1.